Dataset: Peptide-MHC class I binding affinity with 185,985 pairs from IEDB/IMGT. Task: Regression. Given a peptide amino acid sequence and an MHC pseudo amino acid sequence, predict their binding affinity value. This is MHC class I binding data. (1) The peptide sequence is DIPPRWFM. The MHC is H-2-Dd with pseudo-sequence H-2-Dd. The binding affinity (normalized) is 0.0625. (2) The MHC is HLA-A29:02 with pseudo-sequence HLA-A29:02. The binding affinity (normalized) is 0. The peptide sequence is VPVHLCNLI. (3) The peptide sequence is MPLSYQHFR. The MHC is Patr-A0401 with pseudo-sequence Patr-A0401. The binding affinity (normalized) is 0.578. (4) The peptide sequence is SLASIGTSF. The MHC is HLA-B08:03 with pseudo-sequence HLA-B08:03. The binding affinity (normalized) is 0.0847. (5) The peptide sequence is KLNWASQIY. The MHC is HLA-B51:01 with pseudo-sequence HLA-B51:01. The binding affinity (normalized) is 0.